This data is from Peptide-MHC class II binding affinity with 134,281 pairs from IEDB. The task is: Regression. Given a peptide amino acid sequence and an MHC pseudo amino acid sequence, predict their binding affinity value. This is MHC class II binding data. (1) The peptide sequence is PSLTMACMAKQSQTP. The MHC is H-2-IEd with pseudo-sequence H-2-IEd. The binding affinity (normalized) is 0.0959. (2) The peptide sequence is ADVQYDLYLNVANRR. The MHC is HLA-DPA10103-DPB10401 with pseudo-sequence HLA-DPA10103-DPB10401. The binding affinity (normalized) is 0.948. (3) The peptide sequence is MTEQQWNFAGIEAAA. The MHC is HLA-DQA10401-DQB10402 with pseudo-sequence HLA-DQA10401-DQB10402. The binding affinity (normalized) is 0.540. (4) The peptide sequence is KDFTFVCPTEIVEFAKLAKQ. The MHC is DRB1_0101 with pseudo-sequence DRB1_0101. The binding affinity (normalized) is 0.733. (5) The peptide sequence is SQDLELSWNLNGLQAT. The MHC is HLA-DQA10301-DQB10302 with pseudo-sequence HLA-DQA10301-DQB10302. The binding affinity (normalized) is 0.546. (6) The peptide sequence is KFVDSTVVASVTIID. The MHC is DRB1_0405 with pseudo-sequence DRB1_0405. The binding affinity (normalized) is 0.463.